This data is from Forward reaction prediction with 1.9M reactions from USPTO patents (1976-2016). The task is: Predict the product of the given reaction. (1) Given the reactants [CH3:1][O:2][C:3](=[O:15])[C:4]1[CH:9]=[C:8]([NH:10][C:11](=[O:13])[CH3:12])[CH:7]=[CH:6][C:5]=1[Br:14].[N+:16]([O-])([OH:18])=[O:17], predict the reaction product. The product is: [CH3:1][O:2][C:3](=[O:15])[C:4]1[C:5]([Br:14])=[CH:6][CH:7]=[C:8]([NH:10][C:11](=[O:13])[CH3:12])[C:9]=1[N+:16]([O-:18])=[O:17]. (2) Given the reactants [Cl:1][C:2]1[CH:3]=[C:4]([C:9](=[N:14][O:15][CH3:16])[CH2:10][CH2:11][C:12]#[N:13])[CH:5]=[CH:6][C:7]=1[Cl:8].S(O)(O)(=O)=O.[NH2:22][OH:23].C(=O)([O-])[O-].[Na+].[Na+], predict the reaction product. The product is: [Cl:1][C:2]1[CH:3]=[C:4]([C:9](=[N:14][O:15][CH3:16])[CH2:10][CH2:11][C:12]([NH:22][OH:23])=[NH:13])[CH:5]=[CH:6][C:7]=1[Cl:8]. (3) Given the reactants Cl.[Cl:2][C:3]1[CH:4]=[N+:5]([O-:35])[CH:6]=[C:7]([Cl:34])[C:8]=1[CH2:9][C@@H:10]([C:19]1[CH:24]=[CH:23][C:22]([O:25][CH:26]([F:28])[F:27])=[C:21]([O:29][CH2:30][CH:31]2[CH2:33][CH2:32]2)[CH:20]=1)[O:11][C:12]([C@H:14]1[NH:18][CH2:17][CH2:16][S:15]1)=[O:13].N1C=CC=CC=1.Cl[CH2:43][CH2:44][S:45](Cl)(=[O:47])=[O:46], predict the reaction product. The product is: [Cl:2][C:3]1[CH:4]=[N+:5]([O-:35])[CH:6]=[C:7]([Cl:34])[C:8]=1[CH2:9][C@@H:10]([C:19]1[CH:24]=[CH:23][C:22]([O:25][CH:26]([F:28])[F:27])=[C:21]([O:29][CH2:30][CH:31]2[CH2:33][CH2:32]2)[CH:20]=1)[O:11][C:12]([C@H:14]1[N:18]([S:45]([CH:44]=[CH2:43])(=[O:47])=[O:46])[CH2:17][CH2:16][S:15]1)=[O:13]. (4) Given the reactants [NH2:1][C:2]1[CH:3]=[C:4]([C:22]2[C:23]([C:28]#[N:29])=[CH:24][CH:25]=[CH:26][CH:27]=2)[CH:5]=[CH:6][C:7]=1[N:8]1[CH2:13][CH:12]2[CH2:14][CH:9]1[CH2:10][N:11]2[CH2:15][C:16]1[CH:21]=[CH:20][CH:19]=[CH:18][CH:17]=1.[N:30]([Sn](CCCC)(CCCC)CCCC)=[N+:31]=[N-:32], predict the reaction product. The product is: [CH2:15]([N:11]1[CH2:10][CH:9]2[CH2:14][CH:12]1[CH2:13][N:8]2[C:7]1[CH:6]=[CH:5][C:4]([C:22]2[CH:27]=[CH:26][CH:25]=[CH:24][C:23]=2[C:28]2[NH:32][N:31]=[N:30][N:29]=2)=[CH:3][C:2]=1[NH2:1])[C:16]1[CH:21]=[CH:20][CH:19]=[CH:18][CH:17]=1. (5) Given the reactants [Br:1][C:2]1[CH:7]=[C:6]([F:8])[CH:5]=[C:4]([N+:9]([O-])=O)[C:3]=1[CH3:12].Cl, predict the reaction product. The product is: [Br:1][C:2]1[C:3]([CH3:12])=[C:4]([NH2:9])[CH:5]=[C:6]([F:8])[CH:7]=1. (6) Given the reactants [F:1][C:2]1[CH:10]=[CH:9][C:5]([C:6](O)=[O:7])=[C:4]([OH:11])[CH:3]=1.S(Cl)([Cl:14])=O.CN(C)C=O, predict the reaction product. The product is: [F:1][C:2]1[CH:10]=[CH:9][C:5]([C:6]([Cl:14])=[O:7])=[C:4]([OH:11])[CH:3]=1.